This data is from Forward reaction prediction with 1.9M reactions from USPTO patents (1976-2016). The task is: Predict the product of the given reaction. (1) Given the reactants [F:1][C:2]1[CH:11]=[C:10]([F:12])[CH:9]=[C:8]2[C:3]=1[C:4]([NH:20][C:21]1[CH:22]=[N:23][CH:24]=[C:25]([N:27]3[CH2:32][CH2:31][O:30][CH2:29][CH2:28]3)[CH:26]=1)=[C:5]([CH3:19])[C:6]([N:13]1[CH2:18][CH2:17][NH:16][CH2:15][CH2:14]1)=[N:7]2.[CH:33]1([S:38](Cl)(=[O:40])=[O:39])[CH2:37][CH2:36][CH2:35][CH2:34]1, predict the reaction product. The product is: [CH:33]1([S:38]([N:16]2[CH2:15][CH2:14][N:13]([C:6]3[C:5]([CH3:19])=[C:4]([NH:20][C:21]4[CH:22]=[N:23][CH:24]=[C:25]([N:27]5[CH2:32][CH2:31][O:30][CH2:29][CH2:28]5)[CH:26]=4)[C:3]4[C:8](=[CH:9][C:10]([F:12])=[CH:11][C:2]=4[F:1])[N:7]=3)[CH2:18][CH2:17]2)(=[O:40])=[O:39])[CH2:37][CH2:36][CH2:35][CH2:34]1. (2) Given the reactants Br[CH2:2][C:3]1[CH:8]=[C:7]([OH:9])[CH:6]=[CH:5][C:4]=1[S:10]([NH:13][C:14]1[CH:15]=[CH:16][C:17]2[CH2:21][O:20][B:19]([OH:22])[C:18]=2[CH:23]=1)(=[O:12])=[O:11].[N-:24]=[N+:25]=[N-:26].[Na+], predict the reaction product. The product is: [N:24]([CH2:2][C:3]1[CH:8]=[C:7]([OH:9])[CH:6]=[CH:5][C:4]=1[S:10]([NH:13][C:14]1[CH:15]=[CH:16][C:17]2[CH2:21][O:20][B:19]([OH:22])[C:18]=2[CH:23]=1)(=[O:12])=[O:11])=[N+:25]=[N-:26]. (3) Given the reactants CC(C)([O-])C.[Na+].Br[C:8]1[CH:13]=[CH:12][C:11]([Br:14])=[CH:10][N:9]=1.C1(C)C=CC=CC=1.[CH3:22][NH:23][CH2:24][CH3:25], predict the reaction product. The product is: [Br:14][C:11]1[CH:12]=[CH:13][C:8]([N:23]([CH2:24][CH3:25])[CH3:22])=[N:9][CH:10]=1. (4) Given the reactants C1(C(C2C=CC=CC=2)=[N:8][C:9]2[C:10]([O:33][CH2:34][CH3:35])=[CH:11][CH:12]=[C:13]3[C:18]=2[CH:17]=[N:16][CH:15]=[C:14]3[CH2:19][C:20]2[CH:25]=[C:24]([O:26][CH3:27])[C:23]([O:28][CH2:29][CH3:30])=[C:22]([O:31][CH3:32])[CH:21]=2)C=CC=CC=1.[OH:42]N1C(=O)C2=CC=CC=C2C1=O.[O-][Cl:55]=O.[Na+].CC#N, predict the reaction product. The product is: [ClH:55].[NH2:8][C:9]1[C:10]([O:33][CH2:34][CH3:35])=[CH:11][CH:12]=[C:13]2[C:18]=1[CH:17]=[N:16][CH:15]=[C:14]2[C:19]([C:20]1[CH:25]=[C:24]([O:26][CH3:27])[C:23]([O:28][CH2:29][CH3:30])=[C:22]([O:31][CH3:32])[CH:21]=1)=[O:42]. (5) Given the reactants [Cl:1][C:2]1[CH:3]=[C:4]([C:9]2[CH:10]=[C:11]([C@:15]3([CH3:31])[CH2:20][C:19](=O)[N:18]([CH3:22])[C:17](=[N:23]C(=O)OC(C)(C)C)[NH:16]3)[CH:12]=[CH:13][CH:14]=2)[C:5]([OH:8])=[CH:6][CH:7]=1.[C:32](O)(C(F)(F)F)=O.C(Cl)Cl, predict the reaction product. The product is: [Cl:1][C:2]1[CH:3]=[C:4]([C:9]2[CH:10]=[C:11]([C@@:15]3([CH2:31][CH3:32])[NH:16][C:17](=[NH:23])[N:18]([CH3:22])[CH2:19][CH2:20]3)[CH:12]=[CH:13][CH:14]=2)[C:5]([OH:8])=[CH:6][CH:7]=1.